This data is from Full USPTO retrosynthesis dataset with 1.9M reactions from patents (1976-2016). The task is: Predict the reactants needed to synthesize the given product. (1) Given the product [OH:13][CH2:12][C@:9]1([C:16]2[CH:21]=[CH:20][CH:19]=[CH:18][CH:17]=2)[NH:10][CH2:11][CH:7]([OH:6])[CH2:8]1, predict the reactants needed to synthesize it. The reactants are: C(OC([O:6][CH:7]1[CH2:11][NH:10][C@@:9]([C:16]2[CH:21]=[CH:20][CH:19]=[CH:18][CH:17]=2)([C:12](OC)=[O:13])[CH2:8]1)=O)C.COCCO[AlH2-]OCCOC.[Na+].C1(C)C=CC=CC=1. (2) Given the product [F:7][C:8]1[CH:13]=[C:12]([F:14])[CH:11]=[CH:10][C:9]=1[N:15]1[C:19]2=[N:20][C:21]([CH3:25])=[N:22][C:23]([NH:24][CH2:37][C@@:35]([OH:36])([CH2:34][C:33]([C:31]3[CH:32]=[C:27]([F:26])[CH:28]=[CH:29][C:30]=3[O:44][CH3:45])([CH3:42])[CH3:43])[C:38]([F:40])([F:39])[F:41])=[C:18]2[CH:17]=[N:16]1, predict the reactants needed to synthesize it. The reactants are: CC(C)([O-])C.[K+].[F:7][C:8]1[CH:13]=[C:12]([F:14])[CH:11]=[CH:10][C:9]=1[N:15]1[C:19]2=[N:20][C:21]([CH3:25])=[N:22][C:23]([NH2:24])=[C:18]2[CH:17]=[N:16]1.[F:26][C:27]1[CH:28]=[CH:29][C:30]([O:44][CH3:45])=[C:31]([C:33]([CH3:43])([CH3:42])[CH2:34][C@@:35]2([C:38]([F:41])([F:40])[F:39])[CH2:37][O:36]2)[CH:32]=1.